Dataset: Full USPTO retrosynthesis dataset with 1.9M reactions from patents (1976-2016). Task: Predict the reactants needed to synthesize the given product. Given the product [CH3:12][S:11][C:5]1[C:4]2[C:8](=[CH:9][CH:10]=[C:2]([C:37]3[CH:38]=[C:39]([NH:43][C@H:44]([C:47]4[CH:52]=[CH:51][CH:50]=[CH:49][CH:48]=4)[CH2:45][OH:46])[CH:40]=[N:41][CH:42]=3)[CH:3]=2)[NH:7][N:6]=1, predict the reactants needed to synthesize it. The reactants are: Br[C:2]1[CH:3]=[C:4]2[C:8](=[CH:9][CH:10]=1)[NH:7][N:6]=[C:5]2[S:11][CH3:12].B1(B2OC(C)(C)C(C)(C)O2)OC(C)(C)C(C)(C)O1.C(O[K])(C)=O.Br[C:37]1[CH:38]=[C:39]([NH:43][C@H:44]([C:47]2[CH:52]=[CH:51][CH:50]=[CH:49][CH:48]=2)[CH2:45][OH:46])[CH:40]=[N:41][CH:42]=1.C([O-])([O-])=O.[K+].[K+].